This data is from Full USPTO retrosynthesis dataset with 1.9M reactions from patents (1976-2016). The task is: Predict the reactants needed to synthesize the given product. Given the product [CH3:19][O:18][N:20]=[C:8]([C:5]1[CH:6]=[CH:7][C:2]([OH:1])=[CH:3][CH:4]=1)[CH2:9][C:10]1[CH:15]=[CH:14][CH:13]=[CH:12][CH:11]=1, predict the reactants needed to synthesize it. The reactants are: [OH:1][C:2]1[CH:7]=[CH:6][C:5]([C:8](=O)[CH2:9][C:10]2[CH:15]=[CH:14][CH:13]=[CH:12][CH:11]=2)=[CH:4][CH:3]=1.Cl.[O:18]([NH2:20])[CH3:19].